From a dataset of Catalyst prediction with 721,799 reactions and 888 catalyst types from USPTO. Predict which catalyst facilitates the given reaction. (1) Reactant: C1(C)C=CC=CC=1.[Cl:8][C:9]1[CH:10]=[C:11]([CH:27]=[C:28]([F:30])[CH:29]=1)[C:12]([C@@H:14]1[CH2:19][CH2:18][CH2:17][N:16]([C:20]([O:22][C:23]([CH3:26])([CH3:25])[CH3:24])=[O:21])[CH2:15]1)=[O:13].CO. Product: [Cl:8][C:9]1[CH:10]=[C:11]([C@H:12]([OH:13])[C@@H:14]2[CH2:19][CH2:18][CH2:17][N:16]([C:20]([O:22][C:23]([CH3:25])([CH3:24])[CH3:26])=[O:21])[CH2:15]2)[CH:27]=[C:28]([F:30])[CH:29]=1. The catalyst class is: 49. (2) Reactant: [Cl:1][C:2]1[CH:10]=[C:9](F)[C:8]([N+:12]([O-:14])=[O:13])=[CH:7][C:3]=1[C:4]([OH:6])=[O:5].[CH3:15][OH:16].C[O-].[Na+]. Product: [Cl:1][C:2]1[CH:10]=[C:9]([O:16][CH3:15])[C:8]([N+:12]([O-:14])=[O:13])=[CH:7][C:3]=1[C:4]([OH:6])=[O:5]. The catalyst class is: 3. (3) Reactant: [NH2:1][CH:2]1[C:11]2[C:6](=[CH:7][CH:8]=[C:9]([C:12]#[N:13])[CH:10]=2)[O:5][C:4]([CH3:15])([CH3:14])[CH:3]1[OH:16].[Cl:17][C:18]1[CH:19]=[C:20]2[C:25](=[CH:26][CH:27]=1)[NH:24][C:23](OC)=[N:22][C:21]2=[O:30]. Product: [Cl:17][C:18]1[CH:19]=[C:20]2[C:25](=[CH:26][CH:27]=1)[NH:24][C:23]([NH:1][CH:2]1[C:11]3[C:6](=[CH:7][CH:8]=[C:9]([C:12]#[N:13])[CH:10]=3)[O:5][C:4]([CH3:14])([CH3:15])[CH:3]1[OH:16])=[N:22][C:21]2=[O:30]. The catalyst class is: 11. (4) Reactant: [Cl:1][C:2]1[CH:21]=[CH:20][CH:19]=[C:18]([Cl:22])[C:3]=1[O:4][C:5]1[C:6]([C:11]2(C)CS[C:13](N)=[N:12]2)=NC=C[CH:10]=1.[CH3:23][C:24]1[N:25]=[C:26]([NH2:29])[S:27][CH:28]=1.ClC1C=C(OC2C(F)=CC=CC=2F)C=CN=1.P([O-])([O-])([O-])=O.[K+].[K+].[K+].C1(P(C2C=CC=CC=2)C2C3OC4C(=CC=CC=4P(C4C=CC=CC=4)C4C=CC=CC=4)C(C)(C)C=3C=CC=2)C=CC=CC=1. Product: [Cl:22][C:18]1[CH:19]=[CH:20][CH:21]=[C:2]([Cl:1])[C:3]=1[O:4][C:5]1[CH:10]=[CH:13][N:12]=[C:11]([NH:29][C:26]2[S:27][CH:28]=[C:24]([CH3:23])[N:25]=2)[CH:6]=1. The catalyst class is: 110. (5) The catalyst class is: 53. Reactant: [Br:1][C:2]1[N:3]=[N:4][N:5]([CH3:8])[C:6]=1[CH3:7].[Br:9][C:10]1[C:14]([CH3:15])=[N:13][N:12]([CH3:16])[N:11]=1.[Br:17]N1C(=O)CCC1=O.N(C(C)(C)C#N)=NC(C)(C)C#N. Product: [Br:1][C:2]1[N:3]=[N:4][N:5]([CH3:8])[C:6]=1[CH2:7][Br:9].[Br:9][C:10]1[C:14]([CH2:15][Br:17])=[N:13][N:12]([CH3:16])[N:11]=1. (6) Reactant: [OH:1][CH2:2][CH:3]1[CH2:8][CH2:7][N:6]([C:9]([O:11][C:12]([CH3:15])([CH3:14])[CH3:13])=[O:10])[CH2:5][CH2:4]1.[C:16](O)(C(F)(F)F)=[O:17].[CH3:23][CH2:24][N:25]([CH2:28][CH2:29][NH:30][C:31]([C:33]1[C:34]([CH3:51])=[C:35](/[CH:39]=[C:40]2/[C:41]3[CH:42]=[C:43]([F:50])[CH:44]=[CH:45][C:46]=3[NH:47][C:48]/2=[O:49])[NH:36][C:37]=1[CH3:38])=[O:32])[CH2:26][CH3:27].[2H]C(Cl)(Cl)Cl. Product: [CH2:24]([N:25]([CH2:26][CH3:27])[CH2:28][CH2:29][N:30]([C:31]([C:33]1[C:34]([CH3:51])=[C:35](/[CH:39]=[C:40]2\[C:48](=[O:49])[NH:47][C:46]3[C:41]\2=[CH:42][C:43]([F:50])=[CH:44][CH:45]=3)[NH:36][C:37]=1[CH3:38])=[O:32])[C:16]([O:1][CH2:2][CH:3]1[CH2:8][CH2:7][N:6]([C:9]([O:11][C:12]([CH3:15])([CH3:14])[CH3:13])=[O:10])[CH2:5][CH2:4]1)=[O:17])[CH3:23]. The catalyst class is: 841. (7) Reactant: [O:1]=[C:2]1[C@@:6]([N:12]2[CH:16]=[CH:15][CH:14]=[CH:13]2)([C:7]([O:9][CH2:10][CH3:11])=[O:8])[CH2:5][C:4](=[O:17])[NH:3]1.[Cl:18][C:19]([Cl:24])([Cl:23])[C:20](Cl)=[O:21].O.C(=O)(O)[O-].[Na+]. Product: [O:1]=[C:2]1[C@@:6]([N:12]2[CH:13]=[CH:14][CH:15]=[C:16]2[C:20](=[O:21])[C:19]([Cl:24])([Cl:23])[Cl:18])([C:7]([O:9][CH2:10][CH3:11])=[O:8])[CH2:5][C:4](=[O:17])[NH:3]1. The catalyst class is: 13. (8) Reactant: O.[NH2:2][NH2:3].[CH3:4][O:5][C:6]1[CH:7]=[CH:8][C:9]([C:15](=O)[C:16]2[CH:21]=[CH:20][C:19]([O:22][CH3:23])=[CH:18][CH:17]=2)=[C:10]([CH:14]=1)[C:11](O)=[O:12]. Product: [CH3:4][O:5][C:6]1[CH:14]=[C:10]2[C:9]([C:15]([C:16]3[CH:21]=[CH:20][C:19]([O:22][CH3:23])=[CH:18][CH:17]=3)=[N:2][NH:3][C:11]2=[O:12])=[CH:8][CH:7]=1. The catalyst class is: 8. (9) Product: [CH2:10]([NH:17][CH:5]1[CH2:6][CH2:7][C:2]([CH3:9])([OH:1])[CH2:3][CH2:4]1)[C:11]1[CH:16]=[CH:15][CH:14]=[CH:13][CH:12]=1. The catalyst class is: 525. Reactant: [OH:1][C:2]1([CH3:9])[CH2:7][CH2:6][C:5](=O)[CH2:4][CH2:3]1.[CH2:10]([NH2:17])[C:11]1[CH:16]=[CH:15][CH:14]=[CH:13][CH:12]=1.[BH-](OC(C)=O)(OC(C)=O)OC(C)=O.[Na+].C(O)(=O)C.[OH-].[Na+]. (10) Reactant: [NH2:1][C:2]1[C:7]2[NH:8][C:9](=[O:12])[N:10]([CH3:11])[C:6]=2[CH:5]=[CH:4][N:3]=1.Cl[C:14]1[S:15][C:16]([C:19]#[N:20])=[CH:17][N:18]=1.[H-].[Na+].O. Product: [CH3:11][N:10]1[C:6]2[CH:5]=[CH:4][N:3]=[C:2]([NH:1][C:14]3[S:15][C:16]([C:19]#[N:20])=[CH:17][N:18]=3)[C:7]=2[NH:8][C:9]1=[O:12]. The catalyst class is: 1.